Dataset: Full USPTO retrosynthesis dataset with 1.9M reactions from patents (1976-2016). Task: Predict the reactants needed to synthesize the given product. (1) Given the product [CH3:1][C:2]1[S:3][C:4]([C:8]2[CH:9]=[CH:10][C:11]3[N:12]([C:14]([C:17]([OH:19])=[O:18])=[CH:15][N:16]=3)[CH:13]=2)=[C:5]([CH3:7])[N:6]=1, predict the reactants needed to synthesize it. The reactants are: [CH3:1][C:2]1[S:3][C:4]([C:8]2[CH:9]=[CH:10][C:11]3[N:12]([C:14]([C:17]([O:19]CC)=[O:18])=[CH:15][N:16]=3)[CH:13]=2)=[C:5]([CH3:7])[N:6]=1.[Li+].[OH-].C(O)(=O)CC(CC(O)=O)(C(O)=O)O. (2) Given the product [NH2:40][C:41]1([C:52]([OH:54])=[O:53])[CH2:51][CH2:50][CH2:49][C:44]2([O:48][CH2:47][CH2:46][O:45]2)[CH2:43][CH2:42]1, predict the reactants needed to synthesize it. The reactants are: O1C2(CCCC(=O)CC2)OCC1.C(=O)([O-])[O-].[Na+].[Na+].ClC(OCC1C=CC=CC=1)=O.C(OC([NH:40][C:41]1([C:52]([OH:54])=[O:53])[CH2:51][CH2:50][CH2:49][C:44]2([O:48][CH2:47][CH2:46][O:45]2)[CH2:43][CH2:42]1)=O)C1C=CC=CC=1.C(OC(NC1(C(O)=O)CCCC(=O)CC1)=O)C1C=CC=CC=1. (3) Given the product [O:40]1[CH2:41][CH2:42][N:37]([CH2:36][C:33]2[CH:34]=[CH:35][N:31]([C:13]3[C:14]([NH:16][CH2:17][CH:18]4[CH2:23][CH2:22][CH2:21][NH:20][CH2:19]4)=[CH:15][C:10]([NH:9][C:6]4[N:7]=[CH:8][C:3]([C:1]#[N:2])=[N:4][CH:5]=4)=[N:11][CH:12]=3)[CH:32]=2)[CH2:38][CH2:39]1, predict the reactants needed to synthesize it. The reactants are: [C:1]([C:3]1[N:4]=[CH:5][C:6]([NH:9][C:10]2[CH:15]=[C:14]([NH:16][CH2:17][CH:18]3[CH2:23][CH2:22][CH2:21][N:20](C(OC(C)(C)C)=O)[CH2:19]3)[C:13]([N:31]3[CH:35]=[CH:34][C:33]([CH2:36][N:37]4[CH2:42][CH2:41][O:40][CH2:39][CH2:38]4)=[CH:32]3)=[CH:12][N:11]=2)=[N:7][CH:8]=1)#[N:2]. (4) Given the product [F:23][C:24]1[CH:32]=[C:31]2[C:27]([CH:28]=[CH:29][NH:30]2)=[CH:26][C:25]=1[O:33][C:2]1[C:11]2[C:6](=[CH:7][C:8]([O:14][CH2:15][CH:16]3[CH2:21][CH2:20][N:19]([CH3:22])[CH2:18][CH2:17]3)=[C:9]([O:12][CH3:13])[CH:10]=2)[N:5]=[CH:4][N:3]=1, predict the reactants needed to synthesize it. The reactants are: Cl[C:2]1[C:11]2[C:6](=[CH:7][C:8]([O:14][CH2:15][CH:16]3[CH2:21][CH2:20][N:19]([CH3:22])[CH2:18][CH2:17]3)=[C:9]([O:12][CH3:13])[CH:10]=2)[N:5]=[CH:4][N:3]=1.[F:23][C:24]1[CH:32]=[C:31]2[C:27]([CH:28]=[CH:29][NH:30]2)=[CH:26][C:25]=1[OH:33].C(=O)([O-])[O-].[K+].[K+]. (5) Given the product [C:1]([C:3]1[CH:4]=[C:5]([C:13]2[O:17][N:16]=[C:15]([C:18]3[CH:26]=[CH:25][CH:24]=[C:23]4[C:19]=3[CH:20]=[CH:21][N:22]4[CH2:27][CH2:28][CH2:29][C:30]([O-:32])=[O:31])[N:14]=2)[CH:6]=[CH:7][C:8]=1[O:9][CH:10]([CH3:12])[CH3:11])#[N:2].[Na+:36], predict the reactants needed to synthesize it. The reactants are: [C:1]([C:3]1[CH:4]=[C:5]([C:13]2[O:17][N:16]=[C:15]([C:18]3[CH:26]=[CH:25][CH:24]=[C:23]4[C:19]=3[CH:20]=[CH:21][N:22]4[CH2:27][CH2:28][CH2:29][C:30]([O:32]CC)=[O:31])[N:14]=2)[CH:6]=[CH:7][C:8]=1[O:9][CH:10]([CH3:12])[CH3:11])#[N:2].[OH-].[Na+:36].O. (6) The reactants are: [Cl:1][C:2]1[CH:7]=[CH:6][C:5]([N:8]([CH2:22][C:23]#[N:24])[S:9]([C:12]2[CH:17]=[CH:16][C:15]([O:18][CH3:19])=[C:14]([O:20][CH3:21])[CH:13]=2)(=[O:11])=[O:10])=[C:4]([CH2:25][C:26]2[C:31]([F:32])=[CH:30][CH:29]=[CH:28][C:27]=2[F:33])[CH:3]=1.[N:34]([Si](C)(C)C)=[N+:35]=[N-:36].C([Sn](=O)CCCC)CCC. Given the product [Cl:1][C:2]1[CH:7]=[CH:6][C:5]([N:8]([CH2:22][C:23]2[NH:36][N:35]=[N:34][N:24]=2)[S:9]([C:12]2[CH:17]=[CH:16][C:15]([O:18][CH3:19])=[C:14]([O:20][CH3:21])[CH:13]=2)(=[O:11])=[O:10])=[C:4]([CH2:25][C:26]2[C:31]([F:32])=[CH:30][CH:29]=[CH:28][C:27]=2[F:33])[CH:3]=1, predict the reactants needed to synthesize it. (7) Given the product [CH3:32][C:27]1[CH:26]=[C:25]([NH:24][C:22]([C:21]2[CH:33]=[CH:34][C:35]3[N:36]=[C:4]([C:3]4[C:2]([CH3:1])=[CH:9][C:8]([O:10][CH2:11][C:12]5[NH:16][N:15]=[N:14][N:13]=5)=[CH:7][C:6]=4[CH3:17])[NH:18][C:19]=3[CH:20]=2)=[O:23])[CH:30]=[CH:29][C:28]=1[CH3:31], predict the reactants needed to synthesize it. The reactants are: [CH3:1][C:2]1[CH:9]=[C:8]([O:10][CH2:11][C:12]2[NH:16][N:15]=[N:14][N:13]=2)[CH:7]=[C:6]([CH3:17])[C:3]=1[CH:4]=O.[NH2:18][C:19]1[CH:20]=[C:21]([CH:33]=[CH:34][C:35]=1[NH2:36])[C:22]([NH:24][C:25]1[CH:30]=[CH:29][C:28]([CH3:31])=[C:27]([CH3:32])[CH:26]=1)=[O:23].C(S([O-])(=O)=O)(F)(F)F.C(S([O-])(=O)=O)(F)(F)F.C(S([O-])(=O)=O)(F)(F)F.[Yb+3].O(S(C(F)(F)F)(=O)=O)S(C(F)(F)F)(=O)=O. (8) Given the product [Cl:18][C:5]1[C:6]([O:8][C:9]2[CH:14]=[CH:13][C:12]([F:15])=[CH:11][C:10]=2[O:16][CH3:17])=[CH:7][C:2]([C:20](=[O:26])[C:21]([O:23][CH2:24][CH3:25])=[O:22])=[C:3]([F:19])[CH:4]=1, predict the reactants needed to synthesize it. The reactants are: Br[C:2]1[CH:7]=[C:6]([O:8][C:9]2[CH:14]=[CH:13][C:12]([F:15])=[CH:11][C:10]=2[O:16][CH3:17])[C:5]([Cl:18])=[CH:4][C:3]=1[F:19].[C:20](OCC)(=[O:26])[C:21]([O:23][CH2:24][CH3:25])=[O:22]. (9) The reactants are: [CH3:1][N:2]1[CH2:6][CH2:5][CH2:4][CH2:3]1.[Br:7][CH2:8][CH2:9][CH2:10][CH3:11]. Given the product [Br-:7].[CH2:8]([N+:2]1([CH3:1])[CH2:6][CH2:5][CH2:4][CH2:3]1)[CH2:9][CH2:10][CH3:11], predict the reactants needed to synthesize it.